From a dataset of NCI-60 drug combinations with 297,098 pairs across 59 cell lines. Regression. Given two drug SMILES strings and cell line genomic features, predict the synergy score measuring deviation from expected non-interaction effect. (1) Drug 1: C1=NNC2=C1C(=O)NC=N2. Drug 2: C1C(C(OC1N2C=NC3=C2NC=NCC3O)CO)O. Cell line: HCC-2998. Synergy scores: CSS=1.42, Synergy_ZIP=-1.63, Synergy_Bliss=-6.82, Synergy_Loewe=-5.52, Synergy_HSA=-6.06. (2) Drug 1: COC1=C(C=C2C(=C1)N=CN=C2NC3=CC(=C(C=C3)F)Cl)OCCCN4CCOCC4. Drug 2: C1=CC(=CC=C1CCC2=CNC3=C2C(=O)NC(=N3)N)C(=O)NC(CCC(=O)O)C(=O)O. Cell line: SF-295. Synergy scores: CSS=36.3, Synergy_ZIP=2.69, Synergy_Bliss=3.43, Synergy_Loewe=-2.27, Synergy_HSA=4.90. (3) Drug 1: CC1=C(C(CCC1)(C)C)C=CC(=CC=CC(=CC(=O)O)C)C. Drug 2: CC(C)NC(=O)C1=CC=C(C=C1)CNNC.Cl. Cell line: LOX IMVI. Synergy scores: CSS=3.29, Synergy_ZIP=1.00, Synergy_Bliss=5.39, Synergy_Loewe=-0.618, Synergy_HSA=-0.166. (4) Drug 1: C1=CN(C=N1)CC(O)(P(=O)(O)O)P(=O)(O)O. Drug 2: C1CC(=O)NC(=O)C1N2C(=O)C3=CC=CC=C3C2=O. Cell line: SNB-75. Synergy scores: CSS=-2.18, Synergy_ZIP=0.500, Synergy_Bliss=-0.360, Synergy_Loewe=-0.689, Synergy_HSA=-1.16. (5) Drug 1: CN(C)C1=NC(=NC(=N1)N(C)C)N(C)C. Drug 2: N.N.Cl[Pt+2]Cl. Cell line: NCI-H522. Synergy scores: CSS=-3.80, Synergy_ZIP=0.776, Synergy_Bliss=-0.944, Synergy_Loewe=-5.98, Synergy_HSA=-4.28. (6) Drug 1: C1=NC2=C(N=C(N=C2N1C3C(C(C(O3)CO)O)O)F)N. Drug 2: CCCCC(=O)OCC(=O)C1(CC(C2=C(C1)C(=C3C(=C2O)C(=O)C4=C(C3=O)C=CC=C4OC)O)OC5CC(C(C(O5)C)O)NC(=O)C(F)(F)F)O. Cell line: COLO 205. Synergy scores: CSS=54.6, Synergy_ZIP=-4.20, Synergy_Bliss=-2.41, Synergy_Loewe=-13.0, Synergy_HSA=-0.893. (7) Cell line: UACC-257. Drug 1: C1CCC(CC1)NC(=O)N(CCCl)N=O. Synergy scores: CSS=-2.12, Synergy_ZIP=-1.99, Synergy_Bliss=-5.69, Synergy_Loewe=-9.95, Synergy_HSA=-7.95. Drug 2: CCN(CC)CCCC(C)NC1=C2C=C(C=CC2=NC3=C1C=CC(=C3)Cl)OC. (8) Drug 1: CC1CCC2CC(C(=CC=CC=CC(CC(C(=O)C(C(C(=CC(C(=O)CC(OC(=O)C3CCCCN3C(=O)C(=O)C1(O2)O)C(C)CC4CCC(C(C4)OC)O)C)C)O)OC)C)C)C)OC. Drug 2: N.N.Cl[Pt+2]Cl. Cell line: SF-268. Synergy scores: CSS=45.6, Synergy_ZIP=5.95, Synergy_Bliss=6.36, Synergy_Loewe=1.67, Synergy_HSA=5.19. (9) Drug 1: C1CN(CCN1C(=O)CCBr)C(=O)CCBr. Drug 2: CC1C(C(CC(O1)OC2CC(CC3=C2C(=C4C(=C3O)C(=O)C5=C(C4=O)C(=CC=C5)OC)O)(C(=O)CO)O)N)O.Cl. Cell line: NCI-H226. Synergy scores: CSS=36.3, Synergy_ZIP=-2.94, Synergy_Bliss=-7.05, Synergy_Loewe=-23.1, Synergy_HSA=-4.05. (10) Drug 1: CN1C(=O)N2C=NC(=C2N=N1)C(=O)N. Drug 2: B(C(CC(C)C)NC(=O)C(CC1=CC=CC=C1)NC(=O)C2=NC=CN=C2)(O)O. Cell line: OVCAR-5. Synergy scores: CSS=5.00, Synergy_ZIP=-0.0904, Synergy_Bliss=-2.84, Synergy_Loewe=-62.9, Synergy_HSA=-3.02.